From a dataset of Full USPTO retrosynthesis dataset with 1.9M reactions from patents (1976-2016). Predict the reactants needed to synthesize the given product. Given the product [CH2:23]([O:26][C:27]([C:2]1[S:6][C:5]([C:7]2[CH:17]=[CH:16][C:10]([C:11](=[O:12])[N:13]([CH3:15])[CH3:14])=[CH:9][CH:8]=2)=[CH:4][CH:3]=1)=[O:29])[CH3:24], predict the reactants needed to synthesize it. The reactants are: Br[C:2]1[S:6][C:5]([C:7]2[CH:17]=[CH:16][C:10]([C:11]([N:13]([CH3:15])[CH3:14])=[O:12])=[CH:9][CH:8]=2)=[CH:4][CH:3]=1.C(N([CH2:23][CH3:24])CC)C.[C]=[O:26].[CH2:27]([OH:29])C.